This data is from HIV replication inhibition screening data with 41,000+ compounds from the AIDS Antiviral Screen. The task is: Binary Classification. Given a drug SMILES string, predict its activity (active/inactive) in a high-throughput screening assay against a specified biological target. The drug is CCC(C)(C)C1CCC2c3c([nH]c4ccccc34)C3C(=O)N(c4ccc(OC)cc4)C(=O)C3C2C1. The result is 0 (inactive).